From a dataset of Forward reaction prediction with 1.9M reactions from USPTO patents (1976-2016). Predict the product of the given reaction. (1) Given the reactants [Cl:1][C:2]1[CH:7]=[CH:6][C:5]([C:8]2([OH:33])[CH2:13][CH2:12][N:11]([CH2:14][CH2:15][CH:16]=[C:17]3[C:23]4[CH:24]=[CH:25][CH:26]=[CH:27][C:22]=4[C:21](=[O:28])[NH:20][C:19]4[CH:29]=[CH:30][CH:31]=[CH:32][C:18]3=4)[CH2:10][CH2:9]2)=[CH:4][CH:3]=1.[H-].[Na+].Br[CH2:37][CH2:38][CH2:39][O:40][CH:39]1[CH2:38][CH2:37]CC[O:40]1.O, predict the reaction product. The product is: [Cl:1][C:2]1[CH:7]=[CH:6][C:5]([C:8]2([OH:33])[CH2:13][CH2:12][N:11]([CH2:14][CH2:15][CH:16]=[C:17]3[C:23]4[CH:24]=[CH:25][CH:26]=[CH:27][C:22]=4[C:21](=[O:28])[N:20]([CH2:37][CH2:38][CH2:39][OH:40])[C:19]4[CH:29]=[CH:30][CH:31]=[CH:32][C:18]3=4)[CH2:10][CH2:9]2)=[CH:4][CH:3]=1. (2) The product is: [Cl:10][C:8]1[CH:7]=[CH:6][C:3]([CH:4]=[O:5])=[C:2]([O:12][CH3:11])[N:9]=1. Given the reactants Cl[C:2]1[N:9]=[C:8]([Cl:10])[CH:7]=[CH:6][C:3]=1[CH:4]=[O:5].[CH3:11][O-:12].[Na+], predict the reaction product.